Dataset: Forward reaction prediction with 1.9M reactions from USPTO patents (1976-2016). Task: Predict the product of the given reaction. (1) Given the reactants [C:1]([N:4]1[C:13]2[C:8](=[CH:9][C:10]([C:14]3[CH:23]=[CH:22][C:17]([C:18]([O:20]C)=[O:19])=[CH:16][CH:15]=3)=[CH:11][CH:12]=2)[C@H:7]([NH:24][C:25]2[CH:30]=[CH:29][C:28]([C:31]#[N:32])=[CH:27][N:26]=2)[CH2:6][C@@H:5]1[CH3:33])(=[O:3])[CH3:2].[OH-].[Na+].C(O)(=O)C, predict the reaction product. The product is: [C:1]([N:4]1[C:13]2[C:8](=[CH:9][C:10]([C:14]3[CH:15]=[CH:16][C:17]([C:18]([OH:20])=[O:19])=[CH:22][CH:23]=3)=[CH:11][CH:12]=2)[C@H:7]([NH:24][C:25]2[CH:30]=[CH:29][C:28]([C:31]#[N:32])=[CH:27][N:26]=2)[CH2:6][C@@H:5]1[CH3:33])(=[O:3])[CH3:2]. (2) The product is: [F:1][C:2]1[CH:3]=[C:4]([C:5]2[CH:14]=[C:13]([CH3:18])[O:7][N:6]=2)[CH:8]=[CH:9][C:10]=1[O:11][CH3:12]. Given the reactants [F:1][C:2]1[CH:3]=[C:4]([CH:8]=[CH:9][C:10]=1[O:11][CH3:12])[CH:5]=[N:6][OH:7].[CH2:13]1[C:18](=O)N(Cl)C(=O)[CH2:14]1.C(OC(C)=C)(=O)C.CCN(CC)CC, predict the reaction product.